This data is from Forward reaction prediction with 1.9M reactions from USPTO patents (1976-2016). The task is: Predict the product of the given reaction. (1) Given the reactants [Br:1][C:2]1[CH:6]=[N:5][N:4]([CH2:7][CH3:8])[C:3]=1[CH:9]=[O:10].[C:11]1([CH2:17][CH2:18][CH2:19][Mg]Br)[CH:16]=[CH:15][CH:14]=[CH:13][CH:12]=1, predict the reaction product. The product is: [Br:1][C:2]1[CH:6]=[N:5][N:4]([CH2:7][CH3:8])[C:3]=1[CH:9]([OH:10])[CH2:19][CH2:18][CH2:17][C:11]1[CH:16]=[CH:15][CH:14]=[CH:13][CH:12]=1. (2) Given the reactants [Br:1][C:2]1[CH:3]=[C:4]([CH2:30][C:31]([OH:33])=[O:32])[CH:5]=[C:6]([Br:29])[C:7]=1[O:8][C:9]1[CH:14]=[C:13]([CH:15]([CH3:17])[CH3:16])[C:12]([O:18][CH3:19])=[CH:11][C:10]=1[C:20](=[O:28])[C:21]1[CH:26]=[CH:25][CH:24]=[C:23](I)[CH:22]=1.C1(P(C2C=CC=CC=2)C2C=CC3C(=CC=CC=3)C=2C2C3C(=CC=CC=3)C=CC=2P(C2C=CC=CC=2)C2C=CC=CC=2)C=CC=CC=1.CC(C)([O-])C.[Na+].C1OCCOCCOCCOCCOCCOC1.[CH3:104][NH:105][CH3:106].C1COCC1, predict the reaction product. The product is: [Br:1][C:2]1[CH:3]=[C:4]([CH2:30][C:31]([OH:33])=[O:32])[CH:5]=[C:6]([Br:29])[C:7]=1[O:8][C:9]1[CH:14]=[C:13]([CH:15]([CH3:17])[CH3:16])[C:12]([O:18][CH3:19])=[CH:11][C:10]=1[C:20](=[O:28])[C:21]1[CH:26]=[CH:25][CH:24]=[C:23]([N:105]([CH3:106])[CH3:104])[CH:22]=1. (3) Given the reactants [CH2:1]([Mg]Br)[C:2]([CH3:5])([CH3:4])C.Cl[CH2:9]Cl.O1[CH2:15][CH2:14][O:13]C1.O1C[CH2:19][CH2:18][CH2:17]1, predict the reaction product. The product is: [C:14]1(=[O:13])[C:5]2[C:2](=[CH:1][CH:17]=[CH:18][CH:19]=2)[CH2:4][CH2:9][CH2:15]1. (4) The product is: [CH:4]1[C:3]2[CH2:2][CH2:1][C:16]3[CH:15]=[CH:14][CH:13]=[CH:12][C:11]=3[C:9](=[C:18]3[CH2:23][CH2:22][CH2:21][CH:20]([NH:24][C:25](=[O:34])[O:26][CH2:27][C:28]4[CH:33]=[CH:32][CH:31]=[CH:30][CH:29]=4)[CH2:19]3)[C:8]=2[CH:7]=[CH:6][CH:5]=1. Given the reactants [CH2:1]1[C:16]2[C:11](=[CH:12][CH:13]=[CH:14][CH:15]=2)[C:9](=O)[C:8]2[C:3](=[CH:4][CH:5]=[CH:6][CH:7]=2)[CH2:2]1.O=[C:18]1[CH2:23][CH2:22][CH2:21][CH:20]([NH:24][C:25](=[O:34])[O:26][CH2:27][C:28]2[CH:33]=[CH:32][CH:31]=[CH:30][CH:29]=2)[CH2:19]1.Cl, predict the reaction product.